Dataset: Forward reaction prediction with 1.9M reactions from USPTO patents (1976-2016). Task: Predict the product of the given reaction. (1) Given the reactants [Cl:1][C:2]1[CH:21]=[CH:20][C:19]([Cl:22])=[CH:18][C:3]=1[CH2:4][N:5]1[C:9]([C:10]#[N:11])=[CH:8][N:7]=[C:6]1[C:12]1[CH:13]=[N:14][CH:15]=[CH:16][CH:17]=1.Cl.C(N(CC)CC)C.[N-:31]=[N+:32]=[N-:33].[Na+], predict the reaction product. The product is: [Cl:1][C:2]1[CH:21]=[CH:20][C:19]([Cl:22])=[CH:18][C:3]=1[CH2:4][N:5]1[C:9]([C:10]2[NH:33][N:32]=[N:31][N:11]=2)=[CH:8][N:7]=[C:6]1[C:12]1[CH:13]=[N:14][CH:15]=[CH:16][CH:17]=1. (2) Given the reactants O1CCCC1CCO.[CH2:9]([N:16]1[C:20](/[CH:21]=[CH:22]/[C:23]([O:25][CH2:26][CH3:27])=[O:24])=[CH:19][C:18]([O:28]CC2C=CC=CC=2)=[N:17]1)[C:10]1[CH:15]=[CH:14][CH:13]=[CH:12][CH:11]=1, predict the reaction product. The product is: [CH2:9]([N:16]1[C:20]([CH2:21][CH2:22][C:23]([O:25][CH2:26][CH3:27])=[O:24])=[CH:19][C:18]([OH:28])=[N:17]1)[C:10]1[CH:11]=[CH:12][CH:13]=[CH:14][CH:15]=1. (3) Given the reactants [CH3:1][N:2]([CH3:17])[C:3]([C:5]1[C:14]2[C:9](=[CH:10][CH:11]=[CH:12][CH:13]=2)[CH:8]=[CH:7][C:6]=1OC)=[O:4].[F:18][C:19]1[CH:24]=[CH:23][CH:22]=[CH:21][C:20]=1B1OCC(C)(C)CO1, predict the reaction product. The product is: [F:18][C:19]1[CH:24]=[CH:23][CH:22]=[CH:21][C:20]=1[C:6]1[CH:7]=[CH:8][C:9]2[C:14](=[CH:13][CH:12]=[CH:11][CH:10]=2)[C:5]=1[C:3]([N:2]([CH3:17])[CH3:1])=[O:4]. (4) The product is: [F:1][C:2]1[CH:7]=[CH:6][C:5]([F:8])=[CH:4][C:3]=1[CH2:9][C:10]([N:12]1[CH2:17][CH2:16][NH:15][C:14]2[N:18]=[CH:19][C:20]([C:39]3[CH:40]=[CH:41][C:36]([C:34]([N:31]4[CH2:30][CH2:29][CH:28]([N:23]5[CH2:24][CH2:25][CH2:26][CH2:27]5)[CH2:33][CH2:32]4)=[O:35])=[CH:37][CH:38]=3)=[CH:21][C:13]1=2)=[O:11]. Given the reactants [F:1][C:2]1[CH:7]=[CH:6][C:5]([F:8])=[CH:4][C:3]=1[CH2:9][C:10]([N:12]1[CH2:17][CH2:16][NH:15][C:14]2[N:18]=[CH:19][C:20](I)=[CH:21][C:13]1=2)=[O:11].[N:23]1([CH:28]2[CH2:33][CH2:32][N:31]([C:34]([C:36]3[CH:41]=[CH:40][C:39](B4OC(C)(C)C(C)(C)O4)=[CH:38][CH:37]=3)=[O:35])[CH2:30][CH2:29]2)[CH2:27][CH2:26][CH2:25][CH2:24]1, predict the reaction product. (5) Given the reactants [CH3:1][CH:2]([NH2:4])[CH3:3].[Cl:5][C:6]1[CH:11]=[CH:10][C:9]([CH:12]2[CH2:14][O:13]2)=[CH:8][CH:7]=1.C(N(CC)CC)C.[CH3:22][C:23]([O:26][C:27](O[C:27]([O:26][C:23]([CH3:25])([CH3:24])[CH3:22])=[O:28])=[O:28])([CH3:25])[CH3:24].N1C=CN=C1, predict the reaction product. The product is: [Cl:5][C:6]1[CH:11]=[CH:10][C:9]([CH:12]([OH:13])[CH2:14][N:4]([CH:2]([CH3:3])[CH3:1])[C:27](=[O:28])[O:26][C:23]([CH3:25])([CH3:24])[CH3:22])=[CH:8][CH:7]=1. (6) Given the reactants BrC1C=CC2SC(CCC[S:13][C:14]3[CH:19]=[CH:18][C:17]([O:20][CH2:21][C:22]([O:24][CH2:25][CH3:26])=[O:23])=[C:16]([CH3:27])[CH:15]=3)=C(C)C=2C=1.Br[CH2:31][CH2:32][CH2:33][C:34]1[S:35][C:36]2[CH:44]=[C:43]([C:45]([F:48])([F:47])[F:46])[CH:42]=[CH:41][C:37]=2[C:38]=1[CH2:39][CH3:40], predict the reaction product. The product is: [CH2:39]([C:38]1[C:37]2[CH:41]=[CH:42][C:43]([C:45]([F:48])([F:47])[F:46])=[CH:44][C:36]=2[S:35][C:34]=1[CH2:33][CH2:32][CH2:31][S:13][C:14]1[CH:19]=[CH:18][C:17]([O:20][CH2:21][C:22]([O:24][CH2:25][CH3:26])=[O:23])=[C:16]([CH3:27])[CH:15]=1)[CH3:40]. (7) Given the reactants [Cl:1][C:2]1[N:7]=[C:6]([N:8]2[CH2:14][C@H:13]3[N:15](C(OC(C)(C)C)=O)[C@H:10]([CH2:11][CH2:12]3)[CH2:9]2)[CH:5]=[CH:4][N:3]=1.Cl.[CH3:24][N:25]1[CH:29]=[C:28]([NH2:30])[CH:27]=[N:26]1, predict the reaction product. The product is: [ClH:1].[C@@H:13]12[NH:15][C@@H:10]([CH2:11][CH2:12]1)[CH2:9][N:8]([C:6]1[CH:5]=[CH:4][N:3]=[C:2]([NH:30][C:28]3[CH:27]=[N:26][N:25]([CH3:24])[CH:29]=3)[N:7]=1)[CH2:14]2. (8) Given the reactants [Cl:1][C:2]([O:5][C:6](=[O:12])OC(Cl)(Cl)Cl)(Cl)Cl.[N:13]1[CH:18]=CC=[CH:15][CH:14]=1.O1CCC[CH2:20]1, predict the reaction product. The product is: [ClH:1].[C:6]([O:5][CH2:2][CH2:15][CH2:14][NH:13][CH3:18])(=[O:12])[CH3:20].